Dataset: NCI-60 drug combinations with 297,098 pairs across 59 cell lines. Task: Regression. Given two drug SMILES strings and cell line genomic features, predict the synergy score measuring deviation from expected non-interaction effect. Drug 1: C1=CN(C(=O)N=C1N)C2C(C(C(O2)CO)O)O.Cl. Drug 2: CCC1=C2CN3C(=CC4=C(C3=O)COC(=O)C4(CC)O)C2=NC5=C1C=C(C=C5)O. Cell line: HS 578T. Synergy scores: CSS=19.6, Synergy_ZIP=-7.47, Synergy_Bliss=-7.23, Synergy_Loewe=-4.86, Synergy_HSA=-4.08.